Dataset: Full USPTO retrosynthesis dataset with 1.9M reactions from patents (1976-2016). Task: Predict the reactants needed to synthesize the given product. (1) Given the product [N:30]([CH:9]([C:6]1[CH:7]=[CH:8][C:3]([C:2]([F:15])([F:14])[F:1])=[CH:4][CH:5]=1)[CH2:10][CH2:11][CH3:12])=[N+:31]=[N-:32], predict the reactants needed to synthesize it. The reactants are: [F:1][C:2]([F:15])([F:14])[C:3]1[CH:8]=[CH:7][C:6]([CH:9](O)[CH2:10][CH2:11][CH3:12])=[CH:5][CH:4]=1.C1(P([N:30]=[N+:31]=[N-:32])(C2C=CC=CC=2)=O)C=CC=CC=1.C1CCN2C(=NCCC2)CC1. (2) Given the product [CH:15]1([N:12]2[CH2:13][CH2:14][CH:10]([CH2:9][C:7]3[S:6][C:5]4[CH:22]=[CH:23][C:2]([C:29]5[CH:28]=[CH:27][N:26]=[C:25]([F:24])[CH:30]=5)=[CH:3][C:4]=4[CH:8]=3)[C:11]2=[O:21])[CH2:20][CH2:19][CH2:18][CH2:17][CH2:16]1, predict the reactants needed to synthesize it. The reactants are: Br[C:2]1[CH:23]=[CH:22][C:5]2[S:6][C:7]([CH2:9][CH:10]3[CH2:14][CH2:13][N:12]([CH:15]4[CH2:20][CH2:19][CH2:18][CH2:17][CH2:16]4)[C:11]3=[O:21])=[CH:8][C:4]=2[CH:3]=1.[F:24][C:25]1[CH:30]=[C:29](B(O)O)[CH:28]=[CH:27][N:26]=1.[Li+].[Cl-].C([O-])([O-])=O.[Na+].[Na+]. (3) Given the product [F:10][C:11]1[CH:12]=[CH:13][C:14]([CH2:15][CH2:55][NH:50][C:51](=[N:23][C:24]2[CH:33]=[C:32]3[C:27]([CH2:28][CH2:29][C@@H:30]([OH:49])[C@@H:31]3[NH:34][C:35]([C:37]3[CH:42]=[CH:41][C:40]([C:43]4[CH:44]=[CH:45][CH:46]=[CH:47][CH:48]=4)=[CH:39][CH:38]=3)=[O:36])=[CH:26][CH:25]=2)[CH3:52])=[CH:21][CH:22]=1, predict the reactants needed to synthesize it. The reactants are: FC(F)(F)S(OC)(=O)=O.[F:10][C:11]1[CH:22]=[CH:21][C:14]([CH2:15]N(C)C(=S)C)=[CH:13][CH:12]=1.[NH2:23][C:24]1[CH:33]=[C:32]2[C:27]([CH2:28][CH2:29][CH:30]([OH:49])[CH:31]2[NH:34][C:35]([C:37]2[CH:42]=[CH:41][C:40]([C:43]3[CH:48]=[CH:47][CH:46]=[CH:45][CH:44]=3)=[CH:39][CH:38]=2)=[O:36])=[CH:26][CH:25]=1.[N:50]1[CH:55]=CC=[CH:52][CH:51]=1.